From a dataset of Full USPTO retrosynthesis dataset with 1.9M reactions from patents (1976-2016). Predict the reactants needed to synthesize the given product. (1) Given the product [F:1][C:2]1[CH:3]=[CH:4][C:5]([C:8]([NH:10][C:11]2[CH:12]=[CH:13][C:14]3[CH2:20][CH2:19][CH2:18][C:17]([CH2:21][OH:22])=[C:16]([CH3:25])[C:15]=3[CH:26]=2)=[O:9])=[N:6][CH:7]=1, predict the reactants needed to synthesize it. The reactants are: [F:1][C:2]1[CH:3]=[CH:4][C:5]([C:8]([NH:10][C:11]2[CH:12]=[CH:13][C:14]3[CH2:20][CH2:19][CH2:18][C:17]([C:21](OC)=[O:22])=[C:16]([CH3:25])[C:15]=3[CH:26]=2)=[O:9])=[N:6][CH:7]=1.CC(C[AlH]CC(C)C)C. (2) Given the product [OH:1][C:2]1[C:9]([OH:10])=[CH:8][C:5]([C:6]#[N:7])=[C:4]([C:12]2[CH:16]=[CH:15][S:14][CH:13]=2)[C:3]=1[C:17]#[N:18], predict the reactants needed to synthesize it. The reactants are: [OH:1][C:2]1[C:9]([O:10]C)=[CH:8][C:5]([C:6]#[N:7])=[C:4]([C:12]2[CH:16]=[CH:15][S:14][CH:13]=2)[C:3]=1[C:17]#[N:18].S1C=CC(B(O)O)=C1.BrC1C(C#N)=C(O)C(OC)=CC=1C#N. (3) Given the product [C:2]([CH:10]1[CH2:15][CH2:14][N:13]([CH2:23][CH2:24][CH2:25][O:35][C:32]2[CH:33]=[CH:34][C:29]([C:27]#[N:28])=[CH:30][CH:31]=2)[CH2:12][CH2:11]1)(=[O:9])[C:3]1[CH:8]=[CH:7][CH:6]=[CH:5][CH:4]=1, predict the reactants needed to synthesize it. The reactants are: Br.[C:2]([CH:10]1[CH2:15][CH2:14][NH:13][CH2:12][CH2:11]1)(=[O:9])[C:3]1[CH:8]=[CH:7][CH:6]=[CH:5][CH:4]=1.C([O-])([O-])=O.[K+].[K+].Br[CH2:23][CH2:24][CH2:25]Cl.[C:27]([C:29]1[CH:34]=[CH:33][C:32]([OH:35])=[CH:31][CH:30]=1)#[N:28].